This data is from Reaction yield outcomes from USPTO patents with 853,638 reactions. The task is: Predict the reaction yield, written as a fraction of the theoretical maximum amount of product (1.0 means a 100% yield; for example, 0.34 means a 34% yield). (1) The reactants are [F:1][C:2]1[CH:3]=[CH:4][C:5]([OH:11])=[C:6]([C:8](=[O:10])[CH3:9])[CH:7]=1.[CH2:12](Br)[CH3:13].C(=O)([O-])[O-].[K+].[K+]. The catalyst is CN(C)C=O. The product is [CH2:12]([O:11][C:5]1[CH:4]=[CH:3][C:2]([F:1])=[CH:7][C:6]=1[C:8](=[O:10])[CH3:9])[CH3:13]. The yield is 0.200. (2) The reactants are [OH:1][C:2]1[C:3]2[C:4]3[N:14]=[C:13]([C:15]4[CH:20]=[CH:19][CH:18]=[CH:17][CH:16]=4)[CH:12]=[C:11]([C:21]([O:23]C)=O)[C:5]=3[NH:6][C:7]=2[CH:8]=[CH:9][CH:10]=1.[NH3:25]. The catalyst is CO. The product is [OH:1][C:2]1[C:3]2[C:4]3[N:14]=[C:13]([C:15]4[CH:20]=[CH:19][CH:18]=[CH:17][CH:16]=4)[CH:12]=[C:11]([C:21]([NH2:25])=[O:23])[C:5]=3[NH:6][C:7]=2[CH:8]=[CH:9][CH:10]=1. The yield is 0.580. (3) The reactants are [F:1][C:2]([F:18])([F:17])[CH2:3][C:4]([NH:6][C:7]1[CH:12]=[CH:11][C:10]([O:13][CH3:14])=[CH:9][C:8]=1[CH:15]=O)=[O:5].C([O-])([O-])=O.[K+].[K+]. The catalyst is CN(C=O)C.CCOC(C)=O. The product is [CH3:14][O:13][C:10]1[CH:9]=[C:8]2[C:7](=[CH:12][CH:11]=1)[NH:6][C:4](=[O:5])[C:3]([C:2]([F:18])([F:17])[F:1])=[CH:15]2. The yield is 0.940. (4) The reactants are [I:1][C:2]1[C:10]2[C:5](=[CH:6][CH:7]=[C:8]([C:11]([OH:13])=O)[CH:9]=2)[NH:4][N:3]=1.[S:14]1[CH:18]=[CH:17][CH:16]=[C:15]1[C@H:19]([NH2:22])[CH2:20][CH3:21].CN(C(ON1N=NC2C=CC=CC1=2)=[N+](C)C)C.[B-](F)(F)(F)F.CCN(C(C)C)C(C)C. The catalyst is CN(C=O)C. The product is [I:1][C:2]1[C:10]2[C:5](=[CH:6][CH:7]=[C:8]([C:11]([NH:22][C@@H:19]([C:15]3[S:14][CH:18]=[CH:17][CH:16]=3)[CH2:20][CH3:21])=[O:13])[CH:9]=2)[NH:4][N:3]=1. The yield is 0.840. (5) The reactants are [Cl:1][C:2]1[CH:3]=[C:4]([CH:10]([OH:17])[C:11]#[C:12][C:13]([CH3:16])([OH:15])[CH3:14])[CH:5]=[CH:6][C:7]=1[O:8][CH3:9]. The catalyst is C(Cl)Cl.O. The product is [Cl:1][C:2]1[CH:3]=[C:4]([C:10](=[O:17])[C:11]#[C:12][C:13]([OH:15])([CH3:14])[CH3:16])[CH:5]=[CH:6][C:7]=1[O:8][CH3:9]. The yield is 0.650. (6) The reactants are [CH3:1][N:2]([CH2:13][C:14]1[NH:18][C:17]2[CH:19]=[CH:20][CH:21]=[C:22]([CH:23]=O)[C:16]=2[N:15]=1)[CH:3]1[C:12]2[N:11]=[CH:10][CH:9]=[CH:8][C:7]=2[CH2:6][CH2:5][CH2:4]1.[NH2:25][CH2:26][CH2:27][C:28]1[N:32]=[CH:31][NH:30][CH:29]=1.C(O)(=O)C.C(O[BH-](OC(=O)C)OC(=O)C)(=O)C.[Na+]. The catalyst is ClCCCl. The product is [NH:30]1[CH:29]=[C:28]([CH2:27][CH2:26][NH:25][CH2:23][C:22]2[C:16]3[N:15]=[C:14]([CH2:13][N:2]([CH3:1])[CH:3]4[C:12]5[N:11]=[CH:10][CH:9]=[CH:8][C:7]=5[CH2:6][CH2:5][CH2:4]4)[NH:18][C:17]=3[CH:19]=[CH:20][CH:21]=2)[N:32]=[CH:31]1. The yield is 0.360.